This data is from Reaction yield outcomes from USPTO patents with 853,638 reactions. The task is: Predict the reaction yield, written as a fraction of the theoretical maximum amount of product (1.0 means a 100% yield; for example, 0.34 means a 34% yield). (1) The reactants are [CH3:1][O:2][C:3]1[CH:4]=[C:5]2[C:10](=[CH:11][C:12]=1[O:13][CH3:14])[N:9]=[CH:8][N:7]=[C:6]2[O:15][C:16]1[CH:17]=[C:18]([CH:20]=[CH:21][CH:22]=1)[NH2:19].[C:23]1([N:29]=[C:30]=[O:31])[CH:28]=[CH:27][CH:26]=[CH:25][CH:24]=1. The catalyst is C1COCC1. The product is [CH3:1][O:2][C:3]1[CH:4]=[C:5]2[C:10](=[CH:11][C:12]=1[O:13][CH3:14])[N:9]=[CH:8][N:7]=[C:6]2[O:15][C:16]1[CH:17]=[C:18]([NH:19][C:30]([NH:29][C:23]2[CH:28]=[CH:27][CH:26]=[CH:25][CH:24]=2)=[O:31])[CH:20]=[CH:21][CH:22]=1. The yield is 0.500. (2) The product is [O:1]=[C:2]1[C:7]([CH2:8][C:9]2[CH:14]=[CH:13][C:12]([C:15]3[CH:20]=[CH:19][CH:18]=[CH:17][C:16]=3[C:21]3[NH:25][C:24](=[O:26])[O:23][N:22]=3)=[CH:11][CH:10]=2)=[C:6]([CH2:27][CH2:28][CH3:29])[N:5]2[N:30]=[CH:31][N:32]=[C:4]2[N:3]1[C@H:33]1[CH2:34][CH2:35][C@H:36]([C:39]#[N:41])[CH2:37][CH2:38]1. The reactants are [O:1]=[C:2]1[C:7]([CH2:8][C:9]2[CH:14]=[CH:13][C:12]([C:15]3[CH:20]=[CH:19][CH:18]=[CH:17][C:16]=3[C:21]3[NH:25][C:24](=[O:26])[O:23][N:22]=3)=[CH:11][CH:10]=2)=[C:6]([CH2:27][CH2:28][CH3:29])[N:5]2[N:30]=[CH:31][N:32]=[C:4]2[N:3]1[C@H:33]1[CH2:38][CH2:37][C@H:36]([C:39]([NH2:41])=O)[CH2:35][CH2:34]1.N1C=CC=CC=1.FC(F)(F)C(OC(=O)C(F)(F)F)=O. The yield is 0.600. The catalyst is O1CCCC1.C(OCC)(=O)C. (3) The reactants are Br[C:2]([F:9])([F:8])[C:3]([O:5][CH2:6][CH3:7])=[O:4].Br[C:11]1[N:16]=[CH:15][C:14]([O:17][C:18]2[CH:25]=[CH:24][C:21]([C:22]#[N:23])=[CH:20][CH:19]=2)=[CH:13][CH:12]=1. The catalyst is CS(C)=O.C(OCC)(=O)C.[Cu]. The product is [C:22]([C:21]1[CH:20]=[CH:19][C:18]([O:17][C:14]2[CH:13]=[CH:12][C:11]([C:2]([F:9])([F:8])[C:3]([O:5][CH2:6][CH3:7])=[O:4])=[N:16][CH:15]=2)=[CH:25][CH:24]=1)#[N:23]. The yield is 0.565. (4) The reactants are C[O:2][C:3](=[O:31])[CH2:4][CH:5]([N:9]1[C:13]2[CH:14]=[CH:15][CH:16]=[CH:17][C:12]=2[N:11]([CH2:18][C:19]2[CH:27]=[C:26]([Br:28])[CH:25]=[C:24]3[C:20]=2[CH2:21][C:22](=[O:29])[NH:23]3)[C:10]1=[O:30])[CH2:6][CH2:7][CH3:8].[OH-].[Li+].Cl. The catalyst is O1CCOCC1.O. The product is [Br:28][C:26]1[CH:25]=[C:24]2[C:20]([CH2:21][C:22](=[O:29])[NH:23]2)=[C:19]([CH2:18][N:11]2[C:12]3[CH:17]=[CH:16][CH:15]=[CH:14][C:13]=3[N:9]([CH:5]([CH2:6][CH2:7][CH3:8])[CH2:4][C:3]([OH:31])=[O:2])[C:10]2=[O:30])[CH:27]=1. The yield is 0.960. (5) The reactants are CN(C(ON1N=NC2C=CC=CC1=2)=[N+](C)C)C.[B-](F)(F)(F)F.[C:23]([SiH2:27][O:28][C:29]([CH3:41])([CH3:40])[C:30]1[CH:31]=[C:32]([CH2:37][CH2:38][NH2:39])[CH:33]=[CH:34][C:35]=1[Cl:36])([CH3:26])([CH3:25])[CH3:24].[F:42][C:43]([F:49])([F:48])[CH2:44][C:45](O)=[O:46].CCN(C(C)C)C(C)C. The catalyst is C(Cl)Cl. The product is [C:23]([SiH2:27][O:28][C:29]([CH3:41])([CH3:40])[C:30]1[CH:31]=[C:32]([CH2:37][CH2:38][NH:39][C:45](=[O:46])[CH2:44][C:43]([F:49])([F:48])[F:42])[CH:33]=[CH:34][C:35]=1[Cl:36])([CH3:26])([CH3:25])[CH3:24]. The yield is 0.280.